This data is from Forward reaction prediction with 1.9M reactions from USPTO patents (1976-2016). The task is: Predict the product of the given reaction. (1) Given the reactants [F:1][C:2]1[C:7]([CH2:8][OH:9])=[CH:6][CH:5]=[C:4]([F:10])[N:3]=1.N1C=CN=C1.[C:16]([Si:20]([C:28]1[CH:33]=[CH:32][CH:31]=[CH:30][CH:29]=1)([C:22]1[CH:27]=[CH:26][CH:25]=[CH:24][CH:23]=1)Cl)([CH3:19])([CH3:18])[CH3:17].Cl, predict the reaction product. The product is: [Si:20]([O:9][CH2:8][C:7]1[C:2]([F:1])=[N:3][C:4]([F:10])=[CH:5][CH:6]=1)([C:16]([CH3:19])([CH3:18])[CH3:17])([C:28]1[CH:29]=[CH:30][CH:31]=[CH:32][CH:33]=1)[C:22]1[CH:27]=[CH:26][CH:25]=[CH:24][CH:23]=1. (2) Given the reactants [NH:1]1[C:9]2[C:4](=[CH:5][CH:6]=[CH:7][CH:8]=2)[C:3]([C:10]([O:12][CH3:13])=[O:11])=[CH:2]1.CN1CCN(C)CC1.ClN1C(=O)CCC1=O.[Cl:30][CH2:31][CH2:32][CH2:33][OH:34].ClC(Cl)(Cl)C(O)=O, predict the reaction product. The product is: [Cl:30][CH2:31][CH2:32][CH2:33][O:34][C:2]1[NH:1][C:9]2[C:4]([C:3]=1[C:10]([O:12][CH3:13])=[O:11])=[CH:5][CH:6]=[CH:7][CH:8]=2. (3) Given the reactants [CH3:1][O:2][C:3](=[O:20])[C:4]([C:13]1[CH:18]=[CH:17][C:16]([Cl:19])=[CH:15][CH:14]=1)([NH:6][CH2:7][C:8]([CH3:12])([CH3:11])[CH2:9]O)[CH3:5].C1(P(C2C=CC=CC=2)C2C=CC=CC=2)C=CC=CC=1.BrC(Br)(Br)Br, predict the reaction product. The product is: [Cl:19][C:16]1[CH:17]=[CH:18][C:13]([C:4]([N:6]2[CH2:9][C:8]([CH3:12])([CH3:11])[CH2:7]2)([CH3:5])[C:3]([O:2][CH3:1])=[O:20])=[CH:14][CH:15]=1. (4) Given the reactants [C:1]1([C@@H:7]2[C@H:12]3[C@H:10]([CH2:11]3)[C@H:9]([NH2:13])[CH2:8]2)[CH:6]=[CH:5][CH:4]=[CH:3][CH:2]=1.CCN(C(C)C)C(C)C.O=C1CCC(=O)N1[O:30][C:31]([NH:33][C:34]1[CH:42]=[CH:41][CH:40]=[C:39]2[C:35]=1[CH:36]=[N:37][N:38]2C(OC)=O)=O.[OH-].[Na+], predict the reaction product. The product is: [NH:38]1[C:39]2[C:35](=[C:34]([NH:33][C:31]([NH:13][C@@H:9]3[CH2:8][C@H:7]([C:1]4[CH:2]=[CH:3][CH:4]=[CH:5][CH:6]=4)[C@H:12]4[C@@H:10]3[CH2:11]4)=[O:30])[CH:42]=[CH:41][CH:40]=2)[CH:36]=[N:37]1. (5) Given the reactants Cl.[NH2:2][C@H:3]1[CH2:8][CH2:7][C@H:6]([N:9]([CH2:33][CH3:34])[C:10]2[C:25]3[CH2:24][CH:23]=[CH:22][CH2:21][CH2:20][C:19]4[CH:26]=[C:27]([CH3:31])[NH:28][C:29](=[O:30])[C:18]=4[CH2:17][NH:16][C:15](=[O:32])[C:14]=3[CH:13]=[CH:12][CH:11]=2)[CH2:5][CH2:4]1.Br[CH2:36][CH2:37][O:38][CH2:39][CH2:40]Br.CCN(C(C)C)C(C)C, predict the reaction product. The product is: [CH2:33]([N:9]([C@H:6]1[CH2:7][CH2:8][C@H:3]([N:2]2[CH2:40][CH2:39][O:38][CH2:37][CH2:36]2)[CH2:4][CH2:5]1)[C:10]1[C:25]2[CH2:24][CH:23]=[CH:22][CH2:21][CH2:20][C:19]3[CH:26]=[C:27]([CH3:31])[NH:28][C:29](=[O:30])[C:18]=3[CH2:17][NH:16][C:15](=[O:32])[C:14]=2[CH:13]=[CH:12][CH:11]=1)[CH3:34].